Dataset: Forward reaction prediction with 1.9M reactions from USPTO patents (1976-2016). Task: Predict the product of the given reaction. (1) The product is: [CH3:64][N:65]([CH2:66][C:67]([N:47]1[CH2:48][CH2:49][N:44]([C:43]2[N:35]([CH2:31][CH:32]([CH3:34])[CH3:33])[C:36]3[C:41]([N:42]=2)=[C:40]([N:50]2[CH2:55][CH2:54][O:53][CH2:52][CH2:51]2)[N:39]=[C:38]([C:56]2[CH:61]=[N:60][C:59]([NH2:62])=[N:58][CH:57]=2)[N:37]=3)[CH2:45][CH2:46]1)=[O:68])[CH3:70]. Given the reactants O.ON1C2C=CC=CC=2N=N1.Cl.CN(CCCN=C=NCC)C.C(N(CC)CC)C.[CH2:31]([N:35]1[C:43]([N:44]2[CH2:49][CH2:48][NH:47][CH2:46][CH2:45]2)=[N:42][C:41]2[C:36]1=[N:37][C:38]([C:56]1[CH:57]=[N:58][C:59]([NH2:62])=[N:60][CH:61]=1)=[N:39][C:40]=2[N:50]1[CH2:55][CH2:54][O:53][CH2:52][CH2:51]1)[CH:32]([CH3:34])[CH3:33].Cl.[CH3:64][N:65]([CH3:70])[CH2:66][C:67](O)=[O:68], predict the reaction product. (2) Given the reactants [Na].[C:2]1([CH:8]([C:12]([NH2:14])=[O:13])[C:9]([NH2:11])=[O:10])[CH:7]=[CH:6][CH:5]=[CH:4][CH:3]=1.[CH:15](OCC)=O.O, predict the reaction product. The product is: [C:2]1([C:8]2[C:12]([OH:13])=[N:14][CH:15]=[N:11][C:9]=2[OH:10])[CH:3]=[CH:4][CH:5]=[CH:6][CH:7]=1. (3) Given the reactants [CH3:1][N:2]([CH3:8])[C@H:3]1[CH2:7][CH2:6][NH:5][CH2:4]1.C(N(CC)CC)C.[C:16]([C:18]1[C:23]2[N:24]=[C:25]([C:27]3[S:28][CH:29]=[C:30]([C:32]([O:34][CH2:35][CH3:36])=[O:33])[N:31]=3)[O:26][C:22]=2[C:21](F)=[C:20]([C:38]2[CH:43]=[CH:42][CH:41]=[CH:40][CH:39]=2)[C:19]=1[CH3:44])#[N:17], predict the reaction product. The product is: [C:16]([C:18]1[C:23]2[N:24]=[C:25]([C:27]3[S:28][CH:29]=[C:30]([C:32]([O:34][CH2:35][CH3:36])=[O:33])[N:31]=3)[O:26][C:22]=2[C:21]([N:5]2[CH2:6][CH2:7][C@H:3]([N:2]([CH3:8])[CH3:1])[CH2:4]2)=[C:20]([C:38]2[CH:43]=[CH:42][CH:41]=[CH:40][CH:39]=2)[C:19]=1[CH3:44])#[N:17]. (4) The product is: [CH3:11][N:9]([CH3:10])[CH2:8][C:7]([N:12]1[CH2:17][CH2:16][CH:15]([CH2:18][CH2:19][O:20][S:28]([C:31]2[CH:37]=[CH:36][C:34]([CH3:35])=[CH:33][CH:32]=2)(=[O:30])=[O:29])[CH2:14][CH2:13]1)=[O:43]. Given the reactants CCN=C=NC[CH2:7][CH2:8][N:9]([CH3:11])[CH3:10].[NH:12]1[CH2:17][CH2:16][CH:15]([CH2:18][CH2:19][OH:20])[CH2:14][CH2:13]1.C(N(CC)CC)C.[S:28](Cl)([C:31]1[CH:37]=[CH:36][C:34]([CH3:35])=[CH:33][CH:32]=1)(=[O:30])=[O:29].CN(C=[O:43])C, predict the reaction product. (5) Given the reactants [C:1]([O:7][CH2:8][CH3:9])(=[O:6])[CH2:2][C:3]([O-:5])=O.[K+].C(N(CC)CC)C.[Mg+2].[Cl-].[Cl-].[Cl:21][C:22]1[C:23](C(Cl)=O)=[N:24][CH:25]=[CH:26][CH:27]=1, predict the reaction product. The product is: [Cl:21][C:22]1[C:23]([C:3](=[O:5])[CH2:2][C:1]([O:7][CH2:8][CH3:9])=[O:6])=[N:24][CH:25]=[CH:26][CH:27]=1. (6) The product is: [C:1]([Si:5]([O:8]/[C:9](/[C:12]1[CH:13]=[C:14]([CH3:19])[CH:15]=[CH:16][CH:17]=1)=[CH:10]\[CH3:11])([CH3:7])[CH3:6])([CH3:4])([CH3:3])[CH3:2]. Given the reactants [C:1]([Si:5]([O:8]/[C:9](/[C:12]1[CH:17]=[CH:16][CH:15]=[C:14](Cl)[CH:13]=1)=[CH:10]\[CH3:11])([CH3:7])[CH3:6])([CH3:4])([CH3:3])[CH3:2].[CH3:19]CCC(C1C=CC=CC=1)=O.[Si](OS(C(F)(F)F)(=O)=O)(C(C)(C)C)(C)C.CCN(CC)CC, predict the reaction product. (7) Given the reactants [O:1]=[O+:2][O-].[C:4]([O:8][CH2:9]C)([CH3:7])([CH3:6])[CH3:5].[O:11]=[O+][O-].OO, predict the reaction product. The product is: [CH:9]([O:8][C:4]([CH3:7])([CH3:6])[CH3:5])=[O:11].[OH:1][OH:2]. (8) The product is: [CH3:29][O:30][CH2:31][CH2:32][O:33][C:34](=[O:35])[N:21]([S:22]([CH3:25])(=[O:23])=[O:24])[N:10]1[C:9](=[O:26])[C:8]2[C:13](=[CH:14][C:15]([C:16]([F:18])([F:17])[F:19])=[C:6]([CH:3]([O:2][CH3:1])[CH2:4][CH3:5])[CH:7]=2)[NH:12][C:11]1=[O:20]. Given the reactants [CH3:1][O:2][CH:3]([C:6]1[CH:7]=[C:8]2[C:13](=[CH:14][C:15]=1[C:16]([F:19])([F:18])[F:17])[NH:12][C:11](=[O:20])[N:10]([NH:21][S:22]([CH3:25])(=[O:24])=[O:23])[C:9]2=[O:26])[CH2:4][CH3:5].[H-].[Na+].[CH3:29][O:30][CH2:31][CH2:32][O:33][C:34](Cl)=[O:35].CCCCCC.CCOC(C)=O, predict the reaction product. (9) The product is: [CH3:17][N:2]([CH3:1])[C:3]1[C:8]([CH3:9])=[CH:7][C:6]2[N:19]=[C:18]3[C:27]([N:10]([CH2:11][CH2:12][CH2:13][CH2:14][C:15]#[N:16])[C:5]=2[CH:4]=1)=[N:26][C:24](=[O:25])[NH:23][C:21]3=[O:22]. Given the reactants [CH3:1][N:2]([CH3:17])[C:3]1[CH:4]=[C:5]([NH:10][CH2:11][CH2:12][CH2:13][CH2:14][C:15]#[N:16])[CH:6]=[CH:7][C:8]=1[CH3:9].[C:18]1([C:27](=O)[NH:26][C:24](=[O:25])[NH:23][C:21]1=[O:22])=[N:19]O.O.C1(C(=O)NC(=O)NC1=O)=NO, predict the reaction product. (10) Given the reactants [N+:1]([C:4]1[C:13]2[C:8](=[CH:9][C:10]([CH:14]=[CH2:15])=[CH:11][CH:12]=2)[CH:7]=[CH:6][C:5]=1[OH:16])([O-:3])=[O:2].CCN(CC)CC.[O:24](S(C(F)(F)F)(=O)=O)[S:25]([C:28]([F:31])([F:30])[F:29])(=O)=[O:26], predict the reaction product. The product is: [N+:1]([C:4]1[C:13]2[C:8](=[CH:9][C:10]([CH:14]=[CH2:15])=[CH:11][CH:12]=2)[CH:7]=[CH:6][C:5]=1[O:16][S:25]([C:28]([F:31])([F:30])[F:29])(=[O:26])=[O:24])([O-:3])=[O:2].